Dataset: HIV replication inhibition screening data with 41,000+ compounds from the AIDS Antiviral Screen. Task: Binary Classification. Given a drug SMILES string, predict its activity (active/inactive) in a high-throughput screening assay against a specified biological target. (1) The molecule is NCC1OC(n2cnc3c(N)ncnc32)CC1O. The result is 0 (inactive). (2) The molecule is CCCCCOCC(=O)OC. The result is 0 (inactive).